From a dataset of Forward reaction prediction with 1.9M reactions from USPTO patents (1976-2016). Predict the product of the given reaction. (1) Given the reactants Br[CH2:2][CH2:3][CH2:4][CH:5]=[CH2:6].[CH:7]1([Mg]Cl)[CH:11]=[CH:10][CH:9]=[CH:8]1, predict the reaction product. The product is: [CH2:2]=[CH:3][CH2:4][CH:5]([C:8]1[CH2:7][CH:11]=[CH:10][CH:9]=1)[CH3:6]. (2) Given the reactants Cl.[NH2:2][C@H:3]1[CH2:7][CH2:6][N:5]([C:8]2[CH:13]=[CH:12][C:11]([N:14]3[CH2:18][C@H:17]([CH2:19][N:20]4[CH:24]=[CH:23][N:22]=[N:21]4)[O:16][C:15]3=[O:25])=[CH:10][C:9]=2[F:26])[CH2:4]1.[C:27](OC(=O)C)(=[O:29])[CH3:28], predict the reaction product. The product is: [C:27]([NH:2][C@H:3]1[CH2:7][CH2:6][N:5]([C:8]2[CH:13]=[CH:12][C:11]([N:14]3[CH2:18][C@H:17]([CH2:19][N:20]4[CH:24]=[CH:23][N:22]=[N:21]4)[O:16][C:15]3=[O:25])=[CH:10][C:9]=2[F:26])[CH2:4]1)(=[O:29])[CH3:28]. (3) Given the reactants [CH2:1]([N:8]1[CH2:13][CH2:12][CH2:11][CH:10]([CH2:14][N:15]2[CH2:20][CH2:19][N:18](C(OC(C)(C)C)=O)[CH2:17][C:16]2=[O:28])[CH2:9]1)[C:2]1[CH:7]=[CH:6][CH:5]=[CH:4][CH:3]=1.[ClH:29], predict the reaction product. The product is: [ClH:29].[ClH:29].[CH2:1]([N:8]1[CH2:13][CH2:12][CH2:11][CH:10]([CH2:14][N:15]2[CH2:20][CH2:19][NH:18][CH2:17][C:16]2=[O:28])[CH2:9]1)[C:2]1[CH:3]=[CH:4][CH:5]=[CH:6][CH:7]=1. (4) Given the reactants [I:1][C:2]1[CH:3]=[C:4](O)[CH:5]=[CH:6][CH:7]=1.C(=O)([O-])[O-].[K+].[K+].[CH3:15][O:16][CH2:17]Cl.O, predict the reaction product. The product is: [I:1][C:2]1[CH:7]=[CH:6][CH:5]=[C:4]([CH2:15][O:16][CH3:17])[CH:3]=1. (5) Given the reactants [Br:1][C:2]1[CH2:6][CH2:5][CH2:4][C:3]=1Br.C([Li])CCC.C([O:16][B:17](OC(C)C)[O:18]C(C)C)(C)C, predict the reaction product. The product is: [Br:1][C:2]1[CH2:6][CH2:5][CH2:4][C:3]=1[B:17]([OH:18])[OH:16]. (6) Given the reactants [N:1]1([CH2:7][C:8]([NH:10][C:11]2[CH:16]=[C:15]([N+:17]([O-])=O)[CH:14]=[CH:13][C:12]=2[O:20][C:21]([F:24])([F:23])[F:22])=[O:9])[CH2:6][CH2:5][O:4][CH2:3][CH2:2]1, predict the reaction product. The product is: [NH2:17][C:15]1[CH:14]=[CH:13][C:12]([O:20][C:21]([F:23])([F:24])[F:22])=[C:11]([NH:10][C:8](=[O:9])[CH2:7][N:1]2[CH2:2][CH2:3][O:4][CH2:5][CH2:6]2)[CH:16]=1.